Dataset: Catalyst prediction with 721,799 reactions and 888 catalyst types from USPTO. Task: Predict which catalyst facilitates the given reaction. Reactant: [NH2:1][C:2]1[C:7]2=[C:8]([C:16]3[CH:21]=[CH:20][C:19]([NH:22][C:23]([NH:25][C:26]4[CH:31]=[C:30]([C:32]([F:35])([F:34])[F:33])[CH:29]=[CH:28][C:27]=4[F:36])=[O:24])=[CH:18][CH:17]=3)[C:9]([CH2:13][O:14][CH3:15])=[C:10]([CH:11]=[O:12])[N:6]2[N:5]=[CH:4][N:3]=1.CC(C[AlH]CC(C)C)C. Product: [NH2:1][C:2]1[C:7]2=[C:8]([C:16]3[CH:21]=[CH:20][C:19]([NH:22][C:23]([NH:25][C:26]4[CH:31]=[C:30]([C:32]([F:33])([F:34])[F:35])[CH:29]=[CH:28][C:27]=4[F:36])=[O:24])=[CH:18][CH:17]=3)[C:9]([CH2:13][O:14][CH3:15])=[C:10]([CH2:11][OH:12])[N:6]2[N:5]=[CH:4][N:3]=1. The catalyst class is: 56.